From a dataset of Full USPTO retrosynthesis dataset with 1.9M reactions from patents (1976-2016). Predict the reactants needed to synthesize the given product. (1) The reactants are: [CH2:1]([N:3]1[C:8](=[O:9])[C:7]([NH:10][C:11]2[CH:12]=[N:13][CH:14]=[CH:15][CH:16]=2)=[C:6]([C:17]([O:19][CH2:20]Cl)=[O:18])[C:5]([C:22]2[CH:27]=[CH:26][CH:25]=[CH:24][CH:23]=2)=[N:4]1)[CH3:2].[I-:28].[Na+]. Given the product [CH2:1]([N:3]1[C:8](=[O:9])[C:7]([NH:10][C:11]2[CH:12]=[N:13][CH:14]=[CH:15][CH:16]=2)=[C:6]([C:17]([O:19][CH2:20][I:28])=[O:18])[C:5]([C:22]2[CH:27]=[CH:26][CH:25]=[CH:24][CH:23]=2)=[N:4]1)[CH3:2], predict the reactants needed to synthesize it. (2) Given the product [CH2:21]([C:2]1[C:8]2[CH:9]=[CH:10][CH:11]=[CH:12][C:7]=2[O:6][C:5]2[CH:13]=[CH:14][CH:15]=[CH:16][C:4]=2[N:3]=1)[CH2:17][CH2:18][CH3:19], predict the reactants needed to synthesize it. The reactants are: Cl[C:2]1[C:8]2[CH:9]=[CH:10][CH:11]=[CH:12][C:7]=2[O:6][C:5]2[CH:13]=[CH:14][CH:15]=[CH:16][C:4]=2[N:3]=1.[CH2:17]1[CH2:21]O[CH2:19][CH2:18]1.[Cl-].[Mg+2].[Cl-]. (3) Given the product [F:1][C:2]1[CH:3]=[C:4]([CH2:5][OH:6])[CH:9]=[C:10]([I:12])[CH:11]=1, predict the reactants needed to synthesize it. The reactants are: [F:1][C:2]1[CH:3]=[C:4]([CH:9]=[C:10]([I:12])[CH:11]=1)[C:5](OC)=[O:6].CC(C[AlH]CC(C)C)C. (4) Given the product [CH3:1][N:2]1[CH:6]=[CH:5][C:4]([C:7]([N:41]2[CH2:42][CH2:43][N:30]([C:34]3[CH:33]=[C:38]([CH:37]=[CH:36][CH:35]=3)[C:27]([NH2:18])=[O:28])[CH2:40][CH2:39]2)=[O:9])=[C:3]1[C:10]1[CH:15]=[CH:14][CH:13]=[CH:12][CH:11]=1, predict the reactants needed to synthesize it. The reactants are: [CH3:1][N:2]1[CH:6]=[CH:5][C:4]([C:7]([OH:9])=O)=[C:3]1[C:10]1[CH:15]=[CH:14][CH:13]=[CH:12][CH:11]=1.Cl.C[N:18]([CH3:27])CCCN=C=NCC.[OH2:28].O[N:30]1[C:34]2[CH:35]=[CH:36][CH:37]=[CH:38][C:33]=2N=N1.[CH2:39]([N:41](CC)[CH2:42][CH3:43])[CH3:40]. (5) Given the product [CH2:1]([S:4][C@:5]1([C:29]2[CH:30]=[CH:31][C:32]([C:35]3[CH:40]=[CH:39][CH:38]=[CH:37][CH:36]=3)=[CH:33][CH:34]=2)[CH2:9][N:8]([C:10](=[O:24])[C@@H:11]([NH:16][C:17]([O:19][C:20]([CH3:23])([CH3:22])[CH3:21])=[O:18])[C:12]([CH3:13])([CH3:14])[CH3:15])[C@H:7]([C:25]([OH:27])=[O:26])[CH2:6]1)[CH:2]=[CH2:3], predict the reactants needed to synthesize it. The reactants are: [CH2:1]([S:4][C@:5]1([C:29]2[CH:34]=[CH:33][C:32]([C:35]3[CH:40]=[CH:39][CH:38]=[CH:37][CH:36]=3)=[CH:31][CH:30]=2)[CH2:9][N:8]([C:10](=[O:24])[C@@H:11]([NH:16][C:17]([O:19][C:20]([CH3:23])([CH3:22])[CH3:21])=[O:18])[C:12]([CH3:15])([CH3:14])[CH3:13])[C@H:7]([C:25]([O:27]C)=[O:26])[CH2:6]1)[CH:2]=[CH2:3].O.[OH-].[Li+].